From a dataset of Peptide-MHC class II binding affinity with 134,281 pairs from IEDB. Regression. Given a peptide amino acid sequence and an MHC pseudo amino acid sequence, predict their binding affinity value. This is MHC class II binding data. (1) The peptide sequence is MPEAMTIVML. The MHC is DRB5_0101 with pseudo-sequence DRB5_0101. The binding affinity (normalized) is 0.529. (2) The peptide sequence is LKNCVDAKMTEEDKE. The MHC is DRB1_1101 with pseudo-sequence DRB1_1101. The binding affinity (normalized) is 0.0559. (3) The peptide sequence is NSFTAPNESYKKQVT. The MHC is DRB1_0802 with pseudo-sequence DRB1_0802. The binding affinity (normalized) is 0.0887. (4) The peptide sequence is MTETLLVQNANPDCKTIL. The MHC is HLA-DQA10401-DQB10402 with pseudo-sequence HLA-DQA10401-DQB10402. The binding affinity (normalized) is 0. (5) The MHC is HLA-DPA10201-DPB11401 with pseudo-sequence HLA-DPA10201-DPB11401. The peptide sequence is AFKVAATAANANPAN. The binding affinity (normalized) is 0.706. (6) The peptide sequence is PKGISRMSMAMGTMA. The MHC is DRB1_0901 with pseudo-sequence DRB1_0901. The binding affinity (normalized) is 0.851.